This data is from Peptide-MHC class II binding affinity with 134,281 pairs from IEDB. The task is: Regression. Given a peptide amino acid sequence and an MHC pseudo amino acid sequence, predict their binding affinity value. This is MHC class II binding data. (1) The peptide sequence is CSPSKRNQTFLQGLR. The MHC is DRB1_0101 with pseudo-sequence DRB1_0101. The binding affinity (normalized) is 0.610. (2) The peptide sequence is FGQNTSAIAAAEAQY. The MHC is DRB1_0701 with pseudo-sequence DRB1_0701. The binding affinity (normalized) is 0.371. (3) The peptide sequence is MHHLVEFEPPHAATI. The MHC is DRB4_0103 with pseudo-sequence DRB4_0103. The binding affinity (normalized) is 0.522.